Dataset: NCI-60 drug combinations with 297,098 pairs across 59 cell lines. Task: Regression. Given two drug SMILES strings and cell line genomic features, predict the synergy score measuring deviation from expected non-interaction effect. (1) Drug 1: CC(C1=C(C=CC(=C1Cl)F)Cl)OC2=C(N=CC(=C2)C3=CN(N=C3)C4CCNCC4)N. Drug 2: C1=NC2=C(N=C(N=C2N1C3C(C(C(O3)CO)O)F)Cl)N. Cell line: MCF7. Synergy scores: CSS=12.5, Synergy_ZIP=-4.29, Synergy_Bliss=-1.35, Synergy_Loewe=-7.17, Synergy_HSA=-1.60. (2) Cell line: SK-MEL-2. Drug 2: C1CNP(=O)(OC1)N(CCCl)CCCl. Synergy scores: CSS=33.6, Synergy_ZIP=-3.25, Synergy_Bliss=-3.34, Synergy_Loewe=-30.8, Synergy_HSA=-3.65. Drug 1: CC1OCC2C(O1)C(C(C(O2)OC3C4COC(=O)C4C(C5=CC6=C(C=C35)OCO6)C7=CC(=C(C(=C7)OC)O)OC)O)O.